From a dataset of Full USPTO retrosynthesis dataset with 1.9M reactions from patents (1976-2016). Predict the reactants needed to synthesize the given product. The reactants are: [CH:1]1([CH2:7][C@@H:8]([NH:24][CH3:25])[CH2:9][N:10]2[CH2:15][CH2:14][N:13]([C:16]3[CH:21]=[CH:20][CH:19]=[CH:18][C:17]=3[O:22][CH3:23])[CH2:12][CH2:11]2)[CH2:6][CH2:5][CH2:4][CH2:3][CH2:2]1.C(N(CC)CC)C.[CH3:33][C:34]1([C:40](Cl)=[O:41])[CH2:39][CH2:38][CH2:37][CH2:36][CH2:35]1. Given the product [CH:1]1([CH2:7][C@@H:8]([N:24]([CH3:25])[C:40]([C:34]2([CH3:33])[CH2:39][CH2:38][CH2:37][CH2:36][CH2:35]2)=[O:41])[CH2:9][N:10]2[CH2:15][CH2:14][N:13]([C:16]3[CH:21]=[CH:20][CH:19]=[CH:18][C:17]=3[O:22][CH3:23])[CH2:12][CH2:11]2)[CH2:2][CH2:3][CH2:4][CH2:5][CH2:6]1, predict the reactants needed to synthesize it.